Predict the product of the given reaction. From a dataset of Forward reaction prediction with 1.9M reactions from USPTO patents (1976-2016). (1) Given the reactants C([CH2:3][C:4](Br)([CH3:8])[C:5]([OH:7])=[O:6])C.C(=O)(O)[O-].[Na+].[Br:15][C:16]1[C:22]([CH3:23])=[CH:21][C:19]([NH2:20])=[CH:18][C:17]=1[CH3:24].[C:25](OCC)(=O)[CH3:26], predict the reaction product. The product is: [Br:15][C:16]1[C:22]([CH3:23])=[CH:21][C:19]([NH:20][C:4]([CH3:3])([CH3:8])[C:5]([O:7][CH2:25][CH3:26])=[O:6])=[CH:18][C:17]=1[CH3:24]. (2) Given the reactants [S:1]1[C:5]([CH:6]([NH:8][C:9]2[C:10]([CH3:21])=[N:11][O:12][C:13]=2[C:14]2[CH:19]=[CH:18][C:17](Br)=[CH:16][CH:15]=2)[CH3:7])=[CH:4][C:3]2[CH:22]=[CH:23][CH:24]=[CH:25][C:2]1=2.[CH2:26]([O:28][C:29]([C:31]1([C:34]2[CH:39]=[CH:38][C:37](B3OC(C)(C)C(C)(C)O3)=[CH:36][CH:35]=2)[CH2:33][CH2:32]1)=[O:30])[CH3:27], predict the reaction product. The product is: [CH2:26]([O:28][C:29]([C:31]1([C:34]2[CH:39]=[CH:38][C:37]([C:17]3[CH:18]=[CH:19][C:14]([C:13]4[O:12][N:11]=[C:10]([CH3:21])[C:9]=4[NH:8][CH:6]([C:5]4[S:1][C:2]5[CH:25]=[CH:24][CH:23]=[CH:22][C:3]=5[CH:4]=4)[CH3:7])=[CH:15][CH:16]=3)=[CH:36][CH:35]=2)[CH2:32][CH2:33]1)=[O:30])[CH3:27]. (3) Given the reactants [Br:1][C:2]1[CH:7]=[CH:6][C:5]([OH:8])=[CH:4][N:3]=1.[F:9][C:10]([F:15])([F:14])[CH2:11][CH2:12]O.C1(P(C2C=CC=CC=2)C2C=CC=CC=2)C=CC=CC=1.N(C(OC(C)(C)C)=O)=NC(OC(C)(C)C)=O, predict the reaction product. The product is: [Br:1][C:2]1[CH:7]=[CH:6][C:5]([O:8][CH2:12][CH2:11][C:10]([F:15])([F:14])[F:9])=[CH:4][N:3]=1.